Task: Binary Classification. Given a T-cell receptor sequence (or CDR3 region) and an epitope sequence, predict whether binding occurs between them.. Dataset: TCR-epitope binding with 47,182 pairs between 192 epitopes and 23,139 TCRs (1) The epitope is LLWNGPMAV. The TCR CDR3 sequence is CASSYTTSGRSEQYF. Result: 1 (the TCR binds to the epitope). (2) The epitope is RIFTIGTVTLK. The TCR CDR3 sequence is CASSLEVSSEQYF. Result: 1 (the TCR binds to the epitope).